The task is: Predict the product of the given reaction.. This data is from Forward reaction prediction with 1.9M reactions from USPTO patents (1976-2016). (1) Given the reactants [CH3:1][CH:2]([C:4]1[CH:9]=[CH:8][C:7]([C:10]#[C:11][C:12]2[C:13]([NH2:18])=[N:14][CH:15]=[CH:16][CH:17]=2)=[CH:6][CH:5]=1)[CH3:3].[H-].[Na+].Cl[CH2:22][CH2:23][S:24](Cl)(=[O:26])=[O:25].C(=O)([O-])O.[Na+], predict the reaction product. The product is: [CH3:3][CH:2]([C:4]1[CH:5]=[CH:6][C:7]([C:10]#[C:11][C:12]2[C:13]3=[N:18][S:24](=[O:26])(=[O:25])[CH2:23][CH2:22][N:14]3[CH:15]=[CH:16][CH:17]=2)=[CH:8][CH:9]=1)[CH3:1]. (2) Given the reactants [CH2:1]([C:3]1[CH:12]=[CH:11][C:6]2[N:7]=[C:8]([NH2:10])[S:9][C:5]=2[CH:4]=1)[CH3:2].[F:13][C:14]([F:25])([F:24])[C:15]1[CH:16]=[C:17]([CH:21]=[CH:22][CH:23]=1)[C:18](Cl)=[O:19].Br[CH:27]([CH3:33])[C:28]([O:30]CC)=[O:29].COC1C=CC2N=C(N)SC=2C=1.ClC1C=C(C=CC=1)C(Cl)=O.BrCC(OCC)=O, predict the reaction product. The product is: [CH2:1]([C:3]1[CH:12]=[CH:11][C:6]2[N:7]([CH:27]([CH3:33])[C:28]([OH:30])=[O:29])[C:8](=[N:10][C:18](=[O:19])[C:17]3[CH:21]=[CH:22][CH:23]=[C:15]([C:14]([F:25])([F:24])[F:13])[CH:16]=3)[S:9][C:5]=2[CH:4]=1)[CH3:2]. (3) Given the reactants [CH3:1][O:2][C:3]1[CH:29]=[CH:28][C:6]([CH2:7][N:8]2[C:12]3=[N:13][CH:14]=[CH:15][C:16]([O:17][C:18]4[CH:23]=[CH:22][C:21]([NH2:24])=[CH:20][C:19]=4[F:25])=[C:11]3[C:10]([CH:26]=[CH2:27])=[N:9]2)=[CH:5][CH:4]=1.B1C2CCCC1CCC2.[OH-:39].[Na+].OO, predict the reaction product. The product is: [CH3:1][O:2][C:3]1[CH:4]=[CH:5][C:6]([CH2:7][N:8]2[C:12]3=[N:13][CH:14]=[CH:15][C:16]([O:17][C:18]4[CH:23]=[CH:22][C:21]([NH2:24])=[CH:20][C:19]=4[F:25])=[C:11]3[C:10]([CH2:26][CH2:27][OH:39])=[N:9]2)=[CH:28][CH:29]=1. (4) Given the reactants [CH2:1]([N:3]([CH2:21][CH3:22])[CH2:4][CH2:5][NH:6][C:7]([C:9]1[CH:10]=[C:11]([I:20])[CH:12]=[C:13]2[C:18]=1[NH:17][CH:16]=[CH:15][C:14]2=O)=[O:8])[CH3:2].[Cl:23]C1C2C(=CC=C(I)C=2)N=CC=1C(NCCN(CC)CC)=O, predict the reaction product. The product is: [Cl:23][C:14]1[C:13]2[C:18](=[C:9]([C:7]([NH:6][CH2:5][CH2:4][N:3]([CH2:21][CH3:22])[CH2:1][CH3:2])=[O:8])[CH:10]=[C:11]([I:20])[CH:12]=2)[N:17]=[CH:16][CH:15]=1. (5) Given the reactants [CH2:1]([O:3][C:4](=[O:25])[CH:5]([N:7]1[C:12]2[CH:13]=[C:14]([O:18][C:19]3([CH3:23])[CH2:22][NH:21][CH2:20]3)[C:15]([F:17])=[CH:16][C:11]=2[O:10][CH2:9][C:8]1=[O:24])[CH3:6])[CH3:2].[OH-].[Na+].[CH3:28][C:29]([O:32][C:33](O[C:33]([O:32][C:29]([CH3:31])([CH3:30])[CH3:28])=[O:34])=[O:34])([CH3:31])[CH3:30], predict the reaction product. The product is: [C:29]([O:32][C:33]([N:21]1[CH2:20][C:19]([O:18][C:14]2[C:15]([F:17])=[CH:16][C:11]3[O:10][CH2:9][C:8](=[O:24])[N:7]([CH:5]([C:4]([O:3][CH2:1][CH3:2])=[O:25])[CH3:6])[C:12]=3[CH:13]=2)([CH3:23])[CH2:22]1)=[O:34])([CH3:31])([CH3:30])[CH3:28]. (6) Given the reactants [Cl:1][C:2]1[CH:3]=[C:4]2[C:8](=[CH:9]C=1)[N:7]([CH2:11][CH2:12][CH2:13][CH2:14][S:15]([CH3:18])(=O)=O)[C:6]([CH2:19][Cl:20])=[CH:5]2.ClC1C=C2C=C(C(OCC)=O)N(CCC3CSC3)C2=C[N:27]=1, predict the reaction product. The product is: [Cl:1][C:2]1[CH:3]=[C:4]2[CH:5]=[C:6]([CH2:19][Cl:20])[N:7]([CH2:11][CH2:12][CH:13]3[CH2:14][S:15][CH2:18]3)[C:8]2=[CH:9][N:27]=1.